From a dataset of Forward reaction prediction with 1.9M reactions from USPTO patents (1976-2016). Predict the product of the given reaction. (1) Given the reactants [Cl:1][C:2]1[CH:3]=[C:4]([C:14]#[N:15])[C:5]([NH:8]C(=O)OCC)=[N:6][CH:7]=1.[C:16]([NH:19][NH2:20])(=[O:18])C.[C:21]1(OC2C=CC=CC=2)C=CC=C[CH:22]=1, predict the reaction product. The product is: [Cl:1][C:2]1[CH:7]=[N:6][C:5]2[N:8]=[C:16]([OH:18])[N:19]3[N:20]=[C:21]([CH3:22])[N:15]=[C:14]3[C:4]=2[CH:3]=1. (2) Given the reactants C1(C)C=CC=CC=1.[C:8]([OH:13])(=[O:12])[C:9]([CH3:11])=[O:10].[CH2:14](O)[CH2:15][CH2:16][CH2:17][CH2:18][CH2:19][CH2:20][CH2:21][CH2:22][CH2:23][CH2:24][CH2:25][CH2:26][CH2:27][CH2:28][CH2:29][CH2:30][CH3:31], predict the reaction product. The product is: [C:8]([O:13][CH2:31][CH2:30][CH2:29][CH2:28][CH2:27][CH2:26][CH2:25][CH2:24][CH2:23][CH2:22][CH2:21][CH2:20][CH2:19][CH2:18][CH2:17][CH2:16][CH2:15][CH3:14])(=[O:12])[C:9]([CH3:11])=[O:10]. (3) Given the reactants [Cl:1][C:2]1[C:7]([F:8])=[CH:6][C:5]([C:9]2[N:10]=[C:11]([N:18]3[CH2:23][CH2:22][CH:21]([CH2:24][C:25]#[N:26])[CH2:20][CH2:19]3)[C:12]3[S:17][CH:16]=[CH:15][C:13]=3[N:14]=2)=[C:4]([F:27])[CH:3]=1.CN1CCCC1=O.[N-:35]=[N+:36]=[N-:37].[Na+].Cl.O1CCOCC1, predict the reaction product. The product is: [ClH:1].[Cl:1][C:2]1[C:7]([F:8])=[CH:6][C:5]([C:9]2[N:10]=[C:11]([N:18]3[CH2:23][CH2:22][CH:21]([CH2:24][C:25]4[NH:37][N:36]=[N:35][N:26]=4)[CH2:20][CH2:19]3)[C:12]3[S:17][CH:16]=[CH:15][C:13]=3[N:14]=2)=[C:4]([F:27])[CH:3]=1. (4) Given the reactants [CH3:1][CH:2]1[C:6]2[NH:7][C:8]([C:10]([O:12]CC)=[O:11])=[CH:9][C:5]=2[CH2:4][CH2:3]1.[OH-].[Li+].C(O)C, predict the reaction product. The product is: [CH3:1][CH:2]1[C:6]2[NH:7][C:8]([C:10]([OH:12])=[O:11])=[CH:9][C:5]=2[CH2:4][CH2:3]1. (5) Given the reactants [CH:1]([C:4]1[CH:15]=[CH:14][CH:13]=[C:12]([CH:16]([CH3:18])[CH3:17])[C:5]=1[CH2:6][C:7]1[NH:8][CH2:9][CH2:10][N:11]=1)([CH3:3])[CH3:2].C1(N(Cl)C(=O)N(Cl)C(=O)N1Cl)=O.C1CCN2C(=NCCC2)CC1, predict the reaction product. The product is: [CH:1]([C:4]1[CH:15]=[CH:14][CH:13]=[C:12]([CH:16]([CH3:18])[CH3:17])[C:5]=1[CH2:6][C:7]1[NH:8][CH:9]=[CH:10][N:11]=1)([CH3:3])[CH3:2]. (6) Given the reactants [OH:1][C:2]1[CH:3]=[CH:4][C:5]2[O:9][C:8]([N:10]3[CH2:15][CH2:14][CH:13]([O:16][CH2:17][C@@H:18]([NH:20][C:21](=[O:27])[O:22][C:23]([CH3:26])([CH3:25])[CH3:24])[CH3:19])[CH2:12][CH2:11]3)=[N:7][C:6]=2[CH:28]=1.Br[CH2:30][CH2:31][CH3:32], predict the reaction product. The product is: [CH3:19][C@H:18]([NH:20][C:21](=[O:27])[O:22][C:23]([CH3:24])([CH3:26])[CH3:25])[CH2:17][O:16][CH:13]1[CH2:14][CH2:15][N:10]([C:8]2[O:9][C:5]3[CH:4]=[CH:3][C:2]([O:1][CH2:30][CH2:31][CH3:32])=[CH:28][C:6]=3[N:7]=2)[CH2:11][CH2:12]1.